This data is from Peptide-MHC class I binding affinity with 185,985 pairs from IEDB/IMGT. The task is: Regression. Given a peptide amino acid sequence and an MHC pseudo amino acid sequence, predict their binding affinity value. This is MHC class I binding data. The binding affinity (normalized) is 0.389. The MHC is HLA-A02:01 with pseudo-sequence HLA-A02:01. The peptide sequence is QLCDEITIL.